Dataset: Forward reaction prediction with 1.9M reactions from USPTO patents (1976-2016). Task: Predict the product of the given reaction. (1) Given the reactants C([C:5]([N:13]1[CH:18]=[C:17]([O:19][CH3:20])[C:16]([C:21]2[CH:26]=[C:25]([Cl:27])[CH:24]=[CH:23][C:22]=2[C:28]#[N:29])=[CH:15][C:14]1=[O:30])([CH2:9][CH2:10][O:11][CH3:12])[C:6]([OH:8])=[O:7])(C)(C)C.C(O)(C(F)(F)F)=O, predict the reaction product. The product is: [Cl:27][C:25]1[CH:24]=[CH:23][C:22]([C:28]#[N:29])=[C:21]([C:16]2[C:17]([O:19][CH3:20])=[CH:18][N:13]([CH:5]([CH2:9][CH2:10][O:11][CH3:12])[C:6]([OH:8])=[O:7])[C:14](=[O:30])[CH:15]=2)[CH:26]=1. (2) Given the reactants FC(F)(F)C(O)=O.[CH3:8][O:9][C:10]1[CH:11]=[C:12]2[C:17](=[CH:18][C:19]=1[O:20][CH2:21][CH2:22][NH:23][C:24]([NH:33]C(OC(C)(C)C)=O)=[N:25]C(OC(C)(C)C)=O)[N:16]=[CH:15][CH:14]=[C:13]2[O:41][C:42]1[C:43]([CH3:52])=[N:44][C:45]2[C:50]([CH:51]=1)=[CH:49][CH:48]=[CH:47][CH:46]=2.[OH-].[Na+], predict the reaction product. The product is: [CH3:8][O:9][C:10]1[CH:11]=[C:12]2[C:17](=[CH:18][C:19]=1[O:20][CH2:21][CH2:22][NH:23][C:24]([NH2:33])=[NH:25])[N:16]=[CH:15][CH:14]=[C:13]2[O:41][C:42]1[C:43]([CH3:52])=[N:44][C:45]2[C:50]([CH:51]=1)=[CH:49][CH:48]=[CH:47][CH:46]=2. (3) Given the reactants [Br:1][C:2]1[CH:3]=[C:4]([CH2:9][S:10]([CH3:13])(=[O:12])=[O:11])[C:5]([NH2:8])=[N:6][CH:7]=1.[C:14](OC(=O)C)(=[O:16])[CH3:15], predict the reaction product. The product is: [Br:1][C:2]1[CH:3]=[C:4]([CH2:9][S:10]([CH3:13])(=[O:11])=[O:12])[C:5]([NH:8][C:14](=[O:16])[CH3:15])=[N:6][CH:7]=1. (4) Given the reactants [F:1][C:2]1[CH:3]=[C:4]([CH:15]=[CH:16][CH:17]=1)[CH2:5][O:6][C:7]1[CH:14]=[CH:13][C:10]([CH2:11][NH2:12])=[CH:9][CH:8]=1.[S:18]1[C:22]2[CH:23]=[C:24]([C:27](O)=[O:28])[CH:25]=[CH:26][C:21]=2[N:20]=[CH:19]1.F[P-](F)(F)(F)(F)F.N1(O[P+](N(C)C)(N(C)C)N(C)C)C2C=CC=CC=2N=N1.C(N(CC)CC)C, predict the reaction product. The product is: [F:1][C:2]1[CH:3]=[C:4]([CH:15]=[CH:16][CH:17]=1)[CH2:5][O:6][C:7]1[CH:14]=[CH:13][C:10]([CH2:11][NH:12][C:27]([C:24]2[CH:25]=[CH:26][C:21]3[N:20]=[CH:19][S:18][C:22]=3[CH:23]=2)=[O:28])=[CH:9][CH:8]=1. (5) Given the reactants [O-]P([O-])([O-])=O.[K+].[K+].[K+].[C@@H]1(N)CCCC[C@H]1N.I[C:18]1[CH:19]=[C:20]([CH3:25])[CH:21]=[C:22]([CH3:24])[CH:23]=1.[NH:26]1[CH2:30][CH2:29][CH2:28][C:27]1=[O:31], predict the reaction product. The product is: [CH3:24][C:22]1[CH:23]=[C:18]([N:26]2[CH2:30][CH2:29][CH2:28][C:27]2=[O:31])[CH:19]=[C:20]([CH3:25])[CH:21]=1. (6) Given the reactants [O-:1][N+:2]1[C:7]2[CH:8]=[C:9]3[C:13](=[CH:14][C:6]=2[N:5]=[C:4]([CH2:15][CH2:16][CH2:17][OH:18])[N:3]=1)[CH2:12][CH2:11][CH2:10]3.[C:19]([NH:26][C@H:27]([C:31](O)=[O:32])[CH:28]([CH3:30])[CH3:29])([O:21][C:22]([CH3:25])([CH3:24])[CH3:23])=[O:20].C1CCC(N=C=NC2CCCCC2)CC1, predict the reaction product. The product is: [C:22]([O:21][C:19]([NH:26][CH:27]([CH:28]([CH3:30])[CH3:29])[C:31]([O:18][CH2:17][CH2:16][CH2:15][C:4]1[N:3]=[N+:2]([O-:1])[C:7]2[CH:8]=[C:9]3[C:13]([CH2:12][CH2:11][CH2:10]3)=[CH:14][C:6]=2[N:5]=1)=[O:32])=[O:20])([CH3:25])([CH3:24])[CH3:23].